From a dataset of Catalyst prediction with 721,799 reactions and 888 catalyst types from USPTO. Predict which catalyst facilitates the given reaction. (1) Reactant: C[O:2][C:3](=O)[C:4]1[CH:9]=[CH:8][CH:7]=[CH:6][C:5]=1[CH2:10][C:11]1[CH:16]=[CH:15][CH:14]=[CH:13][C:12]=1[NH2:17].[N+](C1C=CC=CC=1I)([O-])=O.[H-].[Al+3].[Li+].[H-].[H-].[H-].S([O-])([O-])(=O)=O.[Na+].[Na+]. Product: [NH2:17][C:12]1[CH:13]=[CH:14][CH:15]=[CH:16][C:11]=1[CH2:10][C:5]1[CH:6]=[CH:7][CH:8]=[CH:9][C:4]=1[CH2:3][OH:2]. The catalyst class is: 1. (2) Reactant: Cl[C:2]1[N:7]=[C:6]([Cl:8])[N:5]=[CH:4][N:3]=1.CCN(C(C)C)C(C)C.[NH2:18][C:19]1[CH:20]=[C:21]([CH2:25][C:26]([NH2:28])=[O:27])[CH:22]=[CH:23][CH:24]=1. Product: [Cl:8][C:6]1[N:5]=[CH:4][N:3]=[C:2]([NH:18][C:19]2[CH:20]=[C:21]([CH2:25][C:26]([NH2:28])=[O:27])[CH:22]=[CH:23][CH:24]=2)[N:7]=1. The catalyst class is: 173. (3) Reactant: [N:1]1[N:2]=[C:3]([C:10]2[CH:19]=[CH:18][C:17]3[C:12](=[C:13]([OH:21])[CH:14]=[C:15]([F:20])[CH:16]=3)[N:11]=2)[N:4]2[CH:9]=[CH:8][CH:7]=[CH:6][C:5]=12.CS(O[CH2:27][C:28]([C@@H:31]1[CH2:35][O:34][C:33]([CH3:37])([CH3:36])[O:32]1)([CH3:30])[CH3:29])(=O)=O.C(=O)([O-])[O-].[Cs+].[Cs+]. The catalyst class is: 44. Product: [N:1]1[N:2]=[C:3]([C:10]2[CH:19]=[CH:18][C:17]3[C:12](=[C:13]([O:21][CH2:30][C:28]([C@@H:31]4[CH2:35][O:34][C:33]([CH3:37])([CH3:36])[O:32]4)([CH3:27])[CH3:29])[CH:14]=[C:15]([F:20])[CH:16]=3)[N:11]=2)[N:4]2[CH:9]=[CH:8][CH:7]=[CH:6][C:5]=12. (4) Reactant: [C:1]1([CH2:7][CH2:8][CH2:9][CH:10]([NH:20][C:21](=[O:33])[CH2:22][N:23]([C:25]([CH:27]2[CH2:32][CH2:31][NH:30][CH2:29][CH2:28]2)=[O:26])[CH3:24])[CH2:11][CH2:12][CH2:13][C:14]2[CH:19]=[CH:18][CH:17]=[CH:16][CH:15]=2)[CH:6]=[CH:5][CH:4]=[CH:3][CH:2]=1.[O:34]1[CH2:36][C@@H:35]1[CH2:37][O:38][C:39]1[CH:48]=[CH:47][CH:46]=[C:45]2[C:40]=1[CH:41]=[CH:42][CH:43]=[N:44]2. Product: [C:14]1([CH2:13][CH2:12][CH2:11][CH:10]([NH:20][C:21](=[O:33])[CH2:22][N:23]([C:25]([CH:27]2[CH2:28][CH2:29][N:30]([CH2:36][C@@H:35]([OH:34])[CH2:37][O:38][C:39]3[CH:48]=[CH:47][CH:46]=[C:45]4[C:40]=3[CH:41]=[CH:42][CH:43]=[N:44]4)[CH2:31][CH2:32]2)=[O:26])[CH3:24])[CH2:9][CH2:8][CH2:7][C:1]2[CH:2]=[CH:3][CH:4]=[CH:5][CH:6]=2)[CH:15]=[CH:16][CH:17]=[CH:18][CH:19]=1. The catalyst class is: 8. (5) Reactant: [C:1]([C:4]1[CH:14]=[CH:13][C:7]2[O:8][CH2:9][C:10](=[O:12])[NH:11][C:6]=2[CH:5]=1)(=[O:3])[CH3:2].CI.[C:17](=O)([O-])[O-].[Cs+].[Cs+]. Product: [C:1]([C:4]1[CH:14]=[CH:13][C:7]2[O:8][CH2:9][C:10](=[O:12])[N:11]([CH3:17])[C:6]=2[CH:5]=1)(=[O:3])[CH3:2]. The catalyst class is: 3. (6) Reactant: C(N(CC)CC)C.[C:8]([C:12]1[CH:13]=[C:14]([C:23](=[O:25])[CH3:24])[CH:15]=[C:16]([N:20]([CH3:22])[CH3:21])[C:17]=1[O:18][CH3:19])([CH3:11])([CH3:10])[CH3:9].[Br:26]N1C(=O)CCC1=O.C(OCC)(=O)C. Product: [Br:26][CH2:24][C:23]([C:14]1[CH:15]=[C:16]([N:20]([CH3:22])[CH3:21])[C:17]([O:18][CH3:19])=[C:12]([C:8]([CH3:11])([CH3:9])[CH3:10])[CH:13]=1)=[O:25]. The catalyst class is: 7. (7) Reactant: Br[C:2]1[CH:12]=[CH:11][C:5]2[O:6][C:7]([F:10])([F:9])[O:8][C:4]=2[C:3]=1[Cl:13].C(O[B:18]1[O:22][C:21]([CH3:24])([CH3:23])[C:20]([CH3:26])([CH3:25])[O:19]1)(C)C. Product: [Cl:13][C:3]1[C:4]2[O:8][C:7]([F:10])([F:9])[O:6][C:5]=2[CH:11]=[CH:12][C:2]=1[B:18]1[O:22][C:21]([CH3:24])([CH3:23])[C:20]([CH3:26])([CH3:25])[O:19]1. The catalyst class is: 7.